This data is from Full USPTO retrosynthesis dataset with 1.9M reactions from patents (1976-2016). The task is: Predict the reactants needed to synthesize the given product. (1) Given the product [Cl:11][C:7]1[C:3]2[C:4](=[O:6])[O:5][C:13](=[O:15])[NH:1][C:2]=2[CH:10]=[CH:9][CH:8]=1, predict the reactants needed to synthesize it. The reactants are: [NH2:1][C:2]1[CH:10]=[CH:9][CH:8]=[C:7]([Cl:11])[C:3]=1[C:4]([OH:6])=[O:5].Cl[C:13](Cl)([O:15]C(=O)OC(Cl)(Cl)Cl)Cl. (2) Given the product [CH3:10][N:2]([CH3:1])[C:3](=[O:9])[C:4](=[O:6])[CH2:14][C:13](=[O:15])[CH:12]([CH3:16])[CH3:11], predict the reactants needed to synthesize it. The reactants are: [CH3:1][N:2]([CH3:10])[C:3](=[O:9])[C:4]([O:6]CC)=O.[CH3:11][CH:12]([CH3:16])[C:13](=[O:15])[CH3:14].CC(C)([O-])C.[K+]. (3) Given the product [C:14]([O:13][C:11]([N:8]1[CH2:9][CH2:10][C:5]([CH2:3][OH:2])([CH3:18])[CH2:6][CH2:7]1)=[O:12])([CH3:17])([CH3:16])[CH3:15], predict the reactants needed to synthesize it. The reactants are: C[O:2][C:3]([C:5]1([CH3:18])[CH2:10][CH2:9][N:8]([C:11]([O:13][C:14]([CH3:17])([CH3:16])[CH3:15])=[O:12])[CH2:7][CH2:6]1)=O.[H-].[Al+3].[Li+].[H-].[H-].[H-]. (4) Given the product [C:21]([NH:1][C@@H:2]([C:7]1[CH:12]=[CH:11][CH:10]=[C:9]([F:13])[CH:8]=1)[CH2:3][C:4]([OH:6])=[O:5])([O:20][C:17]([CH3:19])([CH3:18])[CH3:16])=[O:22], predict the reactants needed to synthesize it. The reactants are: [NH2:1][C@@H:2]([C:7]1[CH:12]=[CH:11][CH:10]=[C:9]([F:13])[CH:8]=1)[CH2:3][C:4]([OH:6])=[O:5].[OH-].[Na+].[CH3:16][C:17]([O:20][C:21](O[C:21]([O:20][C:17]([CH3:19])([CH3:18])[CH3:16])=[O:22])=[O:22])([CH3:19])[CH3:18].Cl.